This data is from Full USPTO retrosynthesis dataset with 1.9M reactions from patents (1976-2016). The task is: Predict the reactants needed to synthesize the given product. Given the product [CH2:1]([O:3][C:4]([C:6]1[C:17](=[O:18])[C:16]2[C:19]3[N:8]([N:9]([CH3:22])[CH2:10][O:11][C:12]=3[C:13]([N:33]3[CH2:34][CH2:35][N:30]([C:29]4[CH:28]=[CH:27][C:26]([N:36]5[CH2:40][C@H:39]([CH2:41][NH:42][C:43](=[O:45])[CH3:44])[O:38][C:37]5=[O:46])=[CH:25][C:24]=4[F:23])[CH2:31][CH2:32]3)=[C:14]([F:20])[CH:15]=2)[CH:7]=1)=[O:5])[CH3:2], predict the reactants needed to synthesize it. The reactants are: [CH2:1]([O:3][C:4]([C:6]1[C:17](=[O:18])[C:16]2[C:19]3[N:8]([N:9]([CH3:22])[CH2:10][O:11][C:12]=3[C:13](F)=[C:14]([F:20])[CH:15]=2)[CH:7]=1)=[O:5])[CH3:2].[F:23][C:24]1[CH:25]=[C:26]([N:36]2[CH2:40][C@H:39]([CH2:41][NH:42][C:43](=[O:45])[CH3:44])[O:38][C:37]2=[O:46])[CH:27]=[CH:28][C:29]=1[N:30]1[CH2:35][CH2:34][NH:33][CH2:32][CH2:31]1.